This data is from CYP2C9 inhibition data for predicting drug metabolism from PubChem BioAssay. The task is: Regression/Classification. Given a drug SMILES string, predict its absorption, distribution, metabolism, or excretion properties. Task type varies by dataset: regression for continuous measurements (e.g., permeability, clearance, half-life) or binary classification for categorical outcomes (e.g., BBB penetration, CYP inhibition). Dataset: cyp2c9_veith. (1) The molecule is C(=N/n1cnnc1)\c1cccn1-c1ccccc1. The result is 1 (inhibitor). (2) The drug is COc1cccc(C(C(=O)Nc2ccc(F)cc2)N(C(=O)Cn2nnc3ccccc32)C2CC2)c1. The result is 1 (inhibitor).